Dataset: Catalyst prediction with 721,799 reactions and 888 catalyst types from USPTO. Task: Predict which catalyst facilitates the given reaction. Reactant: [CH3:1][O:2][C:3]1[CH:8]=[CH:7][CH:6]=[C:5]([CH3:9])[C:4]=1[CH3:10].C(Cl)Cl.[OH2:14]. Product: [CH3:1][O:2][C:3]1[CH:8]=[CH:7][CH:6]=[C:5]([CH3:9])[C:4]=1[CH:10]=[O:14]. The catalyst class is: 23.